From a dataset of Reaction yield outcomes from USPTO patents with 853,638 reactions. Predict the reaction yield, written as a fraction of the theoretical maximum amount of product (1.0 means a 100% yield; for example, 0.34 means a 34% yield). (1) The reactants are [C:1]([C:3]1[CH:11]=[C:10]([F:12])[C:6]([C:7](O)=[O:8])=[C:5]([F:13])[CH:4]=1)#[N:2].S(Cl)([Cl:16])=O. No catalyst specified. The product is [C:1]([C:3]1[CH:11]=[C:10]([F:12])[C:6]([C:7]([Cl:16])=[O:8])=[C:5]([F:13])[CH:4]=1)#[N:2]. The yield is 0.912. (2) The reactants are [Br:1][C:2]1[CH:7]=[CH:6][C:5]([OH:8])=[CH:4][C:3]=1[CH:9]=[O:10].[BH4-].[Na+]. The catalyst is CO. The product is [Br:1][C:2]1[CH:7]=[CH:6][C:5]([OH:8])=[CH:4][C:3]=1[CH2:9][OH:10]. The yield is 0.960. (3) The reactants are N(C(N1CCCCC1)=O)=NC(N1CCCCC1)=O.[Cl:19][C:20]1[CH:39]=[CH:38][C:23]([NH:24][C:25]2[C:34]3[C:29](=[CH:30][C:31]([OH:37])=[C:32]([O:35][CH3:36])[CH:33]=3)[N:28]=[CH:27][N:26]=2)=[C:22]([F:40])[CH:21]=1.[O:41]1[CH2:45][CH2:44][CH:43]([CH2:46]O)[CH2:42]1.C(P(CCCC)CCCC)CCC. The catalyst is C(Cl)Cl.CCOCC. The product is [Cl:19][C:20]1[CH:39]=[CH:38][C:23]([NH:24][C:25]2[C:34]3[C:29](=[CH:30][C:31]([O:37][CH2:46][CH:43]4[CH2:44][CH2:45][O:41][CH2:42]4)=[C:32]([O:35][CH3:36])[CH:33]=3)[N:28]=[CH:27][N:26]=2)=[C:22]([F:40])[CH:21]=1. The yield is 0.310. (4) The product is [C:1]([C:5]1[O:9][N:8]=[C:7]([NH:10][C:11]([NH:13][C:14]2[CH:19]=[CH:18][CH:17]=[C:16]([O:20][C:21]3[C:30]4[C:25](=[CH:26][C:27]([O:35][CH3:36])=[C:28]([O:31][CH2:32][CH2:33][N:37]5[CH2:42][CH2:41][CH:40]([CH2:43][OH:44])[CH2:39][CH2:38]5)[CH:29]=4)[N:24]=[CH:23][N:22]=3)[CH:15]=2)=[O:12])[CH:6]=1)([CH3:4])([CH3:3])[CH3:2]. The yield is 0.160. No catalyst specified. The reactants are [C:1]([C:5]1[O:9][N:8]=[C:7]([NH:10][C:11]([NH:13][C:14]2[CH:19]=[CH:18][CH:17]=[C:16]([O:20][C:21]3[C:30]4[C:25](=[CH:26][C:27]([O:35][CH3:36])=[C:28]([O:31][CH2:32][CH2:33]Cl)[CH:29]=4)[N:24]=[CH:23][N:22]=3)[CH:15]=2)=[O:12])[CH:6]=1)([CH3:4])([CH3:3])[CH3:2].[NH:37]1[CH2:42][CH2:41][CH:40]([CH2:43][OH:44])[CH2:39][CH2:38]1.